Dataset: Forward reaction prediction with 1.9M reactions from USPTO patents (1976-2016). Task: Predict the product of the given reaction. (1) Given the reactants Br[CH:2]1[CH2:7][CH2:6][CH2:5][CH:4]([C:8]([N:10]2[CH2:15][CH2:14][CH2:13][CH2:12][CH2:11]2)=[O:9])[C:3]1=O.[F:17][CH2:18][CH2:19][NH:20][C:21]1[CH:26]=[CH:25][CH:24]=[CH:23][CH:22]=1, predict the reaction product. The product is: [F:17][CH2:18][CH2:19][N:20]1[C:2]2[CH2:7][CH2:6][CH2:5][CH:4]([C:8]([N:10]3[CH2:15][CH2:14][CH2:13][CH2:12][CH2:11]3)=[O:9])[C:3]=2[C:26]2[C:21]1=[CH:22][CH:23]=[CH:24][CH:25]=2. (2) Given the reactants C([O:8][C:9]1[CH:18]=[C:17]2[C:12]([C:13]([NH:19][C:20]3[CH:25]=[C:24]([O:26][CH3:27])[CH:23]=[CH:22][C:21]=3[Cl:28])=[N:14][CH:15]=[N:16]2)=[C:11]([O:29][CH:30]([CH3:32])[CH3:31])[CH:10]=1)C1C=CC=CC=1.FC(F)(F)C(O)=O, predict the reaction product. The product is: [Cl:28][C:21]1[CH:22]=[CH:23][C:24]([O:26][CH3:27])=[CH:25][C:20]=1[NH:19][C:13]1[C:12]2[C:17](=[CH:18][C:9]([OH:8])=[CH:10][C:11]=2[O:29][CH:30]([CH3:32])[CH3:31])[N:16]=[CH:15][N:14]=1.